From a dataset of Reaction yield outcomes from USPTO patents with 853,638 reactions. Predict the reaction yield, written as a fraction of the theoretical maximum amount of product (1.0 means a 100% yield; for example, 0.34 means a 34% yield). (1) The reactants are C(OC(=O)[NH:7][CH:8]1[CH2:13][CH2:12][N:11]([S:14]([C:17]2[CH:22]=[CH:21][C:20]([NH:23][C:24](=[O:27])[CH:25]=[CH2:26])=[CH:19][CH:18]=2)(=[O:16])=[O:15])[CH2:10][CH2:9]1)(C)(C)C.FC(F)(F)C(O)=O. The catalyst is C(Cl)Cl. The product is [NH2:7][CH:8]1[CH2:13][CH2:12][N:11]([S:14]([C:17]2[CH:22]=[CH:21][C:20]([NH:23][C:24](=[O:27])[CH:25]=[CH2:26])=[CH:19][CH:18]=2)(=[O:15])=[O:16])[CH2:10][CH2:9]1. The yield is 0.930. (2) The reactants are [Cl:1][C:2]1[CH:10]=[C:9]2[C:5]([C:6]([C:11]([O:13][CH3:14])=[O:12])=[CH:7][NH:8]2)=[CH:4][C:3]=1B1OCC(C)(C)CO1.Br[C:24]1[CH:39]=[CH:38][C:27]([O:28][CH2:29][CH2:30][CH2:31][N:32]2[CH2:37][CH2:36][O:35][CH2:34][CH2:33]2)=[CH:26][CH:25]=1.C(=O)([O-])[O-].[K+].[K+].O. The catalyst is C1(C)C=CC=CC=1.C(O)C.C1C=CC(P(C2C=CC=CC=2)[C-]2C=CC=C2)=CC=1.C1C=CC(P(C2C=CC=CC=2)[C-]2C=CC=C2)=CC=1.Cl[Pd]Cl.[Fe+2].C(OCC)(=O)C. The product is [Cl:1][C:2]1[CH:10]=[C:9]2[C:5]([C:6]([C:11]([O:13][CH3:14])=[O:12])=[CH:7][NH:8]2)=[CH:4][C:3]=1[C:24]1[CH:39]=[CH:38][C:27]([O:28][CH2:29][CH2:30][CH2:31][N:32]2[CH2:33][CH2:34][O:35][CH2:36][CH2:37]2)=[CH:26][CH:25]=1. The yield is 0.400. (3) The reactants are [S:1]1[C:5]2=[CH:6][N:7]=[C:8]([C:10]([OH:12])=O)[CH:9]=[C:4]2[CH:3]=[CH:2]1.[NH:13]1[CH:17]=[CH:16][N:15]=[C:14]1[NH:18][C:19]([C:21]1[C:29]2[NH:28][C:27]([NH2:30])=[N:26][C:25]=2[CH:24]=[CH:23][CH:22]=1)=[O:20].CN(C(ON1N=NC2C=CC=CC1=2)=[N+](C)C)C.F[P-](F)(F)(F)(F)F.CCN(C(C)C)C(C)C. The catalyst is CN(C=O)C. The product is [NH:15]1[CH:16]=[CH:17][N:13]=[C:14]1[NH:18][C:19]([C:21]1[C:29]2[N:28]=[C:27]([NH:30][C:10]([C:8]3[CH:9]=[C:4]4[CH:3]=[CH:2][S:1][C:5]4=[CH:6][N:7]=3)=[O:12])[NH:26][C:25]=2[CH:24]=[CH:23][CH:22]=1)=[O:20]. The yield is 0.0300. (4) The reactants are [Cl:1][C:2]1[N:7]=[CH:6][C:5]([C@@H:8]2[CH2:12][CH2:11][CH2:10][C@H:9]2[OH:13])=[CH:4][CH:3]=1.CCN(CC)CC.[CH3:21][S:22](Cl)(=[O:24])=[O:23].CCOC(C)=O. The catalyst is C(Cl)Cl. The product is [Cl:1][C:2]1[N:7]=[CH:6][C:5]([C@@H:8]2[CH2:12][CH2:11][CH2:10][C@H:9]2[O:13][S:22]([CH3:21])(=[O:24])=[O:23])=[CH:4][CH:3]=1. The yield is 0.970. (5) The reactants are [Br:1][C:2]1[CH:3]=[C:4]([CH:7]=O)[S:5][CH:6]=1.[CH3:9][O:10][C:11](=[O:27])[CH2:12]P(OCC(F)(F)F)(OCC(F)(F)F)=O. No catalyst specified. The product is [CH3:9][O:10][C:11](=[O:27])[CH:12]=[CH:7][C:4]1[S:5][CH:6]=[C:2]([Br:1])[CH:3]=1. The yield is 0.780. (6) The reactants are [O:1]1[C:5]2[CH:6]=[CH:7][C:8]([CH2:10][CH2:11][NH2:12])=[CH:9][C:4]=2[O:3][CH2:2]1.[Cl:13][C:14]1[CH:15]=[C:16]2[C:21](=[CH:22][C:23]=1[O:24][C:25]1[CH:33]=[CH:32][C:28]([C:29](O)=[O:30])=[CH:27][CH:26]=1)[O:20][CH2:19][CH2:18][CH:17]2[C:34]([O:36][CH2:37][CH3:38])=[O:35].Cl.CN(C)CCCN=C=NCC.ON1C2N=CC=CC=2N=N1. The catalyst is CN(C=O)C. The product is [O:1]1[C:5]2[CH:6]=[CH:7][C:8]([CH2:10][CH2:11][NH:12][C:29]([C:28]3[CH:27]=[CH:26][C:25]([O:24][C:23]4[CH:22]=[C:21]5[C:16]([CH:17]([C:34]([O:36][CH2:37][CH3:38])=[O:35])[CH2:18][CH2:19][O:20]5)=[CH:15][C:14]=4[Cl:13])=[CH:33][CH:32]=3)=[O:30])=[CH:9][C:4]=2[O:3][CH2:2]1. The yield is 0.935.